From a dataset of Forward reaction prediction with 1.9M reactions from USPTO patents (1976-2016). Predict the product of the given reaction. Given the reactants Br[C:2]1[CH:11]=[CH:10][C:9]2[N:8]=[CH:7][C:6]3[N:12]([CH3:23])[C:13](=[O:22])[N:14]([C:15]4[C:16]([CH3:21])=[N:17][N:18]([CH3:20])[CH:19]=4)[C:5]=3[C:4]=2[CH:3]=1.[F:24][CH:25]([F:42])[O:26][C:27]1[CH:28]=[N:29][CH:30]=[C:31](B2OC(C)(C)C(C)(C)O2)[CH:32]=1, predict the reaction product. The product is: [F:24][CH:25]([F:42])[O:26][C:27]1[CH:32]=[C:31]([C:2]2[CH:11]=[CH:10][C:9]3[N:8]=[CH:7][C:6]4[N:12]([CH3:23])[C:13](=[O:22])[N:14]([C:15]5[C:16]([CH3:21])=[N:17][N:18]([CH3:20])[CH:19]=5)[C:5]=4[C:4]=3[CH:3]=2)[CH:30]=[N:29][CH:28]=1.